Dataset: Full USPTO retrosynthesis dataset with 1.9M reactions from patents (1976-2016). Task: Predict the reactants needed to synthesize the given product. (1) Given the product [Cl:1][C:2]1[CH:7]=[CH:6][CH:5]=[CH:4][C:3]=1[C:8]1[C:14]2[CH:15]=[C:16]([C:21]#[N:22])[C:17]([O:19][CH3:20])=[CH:18][C:13]=2[NH:12][C:11](=[S:33])[CH2:10][N:9]=1, predict the reactants needed to synthesize it. The reactants are: [Cl:1][C:2]1[CH:7]=[CH:6][CH:5]=[CH:4][C:3]=1[C:8]1[C:14]2[CH:15]=[C:16]([C:21]#[N:22])[C:17]([O:19][CH3:20])=[CH:18][C:13]=2[NH:12][C:11](=O)[CH2:10][N:9]=1.COC1C=CC(P2(SP(C3C=CC(OC)=CC=3)(=S)S2)=[S:33])=CC=1. (2) Given the product [F:1][C:2]1[N:7]=[CH:6][C:5]([N:8]2[C:11](=[O:15])[CH2:12][S:13][C:9]2=[S:10])=[CH:4][CH:3]=1, predict the reactants needed to synthesize it. The reactants are: [F:1][C:2]1[N:7]=[CH:6][C:5]([N:8]=[C:9]=[S:10])=[CH:4][CH:3]=1.[C:11]([O:15]C)(=O)[CH2:12][SH:13].C(N(CC)CC)C. (3) The reactants are: [C:1](=[O:18])([O:10][N:11]1[C:15](=[O:16])[CH2:14][CH2:13][C:12]1=[O:17])[O:2]N1C(=O)CCC1=O.[CH3:19][C:20]1[CH:27]=[CH:26][C:23]([CH2:24]O)=[CH:22][CH:21]=1.O.CCOCC. Given the product [CH3:19][C:20]1[CH:27]=[CH:26][C:23]([CH2:24][O:2][C:1](=[O:18])[O:10][N:11]2[C:12](=[O:17])[CH2:13][CH2:14][C:15]2=[O:16])=[CH:22][CH:21]=1, predict the reactants needed to synthesize it. (4) The reactants are: [Cl:1][C:2]1[CH:7]=[C:6]([C:8](O)=[O:9])[C:5]([Cl:11])=[CH:4][N:3]=1.B.C1COCC1. Given the product [Cl:1][C:2]1[CH:7]=[C:6]([CH2:8][OH:9])[C:5]([Cl:11])=[CH:4][N:3]=1, predict the reactants needed to synthesize it. (5) Given the product [NH2:5][C@@H:9]1[CH2:10][CH2:11][C@H:12]([C:15]([NH:17][CH2:18][C:19]2[CH:24]=[CH:23][CH:22]=[CH:21][C:20]=2[C:25]([F:26])([F:27])[F:28])=[O:16])[CH2:13][CH2:14]1, predict the reactants needed to synthesize it. The reactants are: CC([N:5]([C@H:9]1[CH2:14][CH2:13][C@@H:12]([C:15]([NH:17][CH2:18][C:19]2[CH:24]=[CH:23][CH:22]=[CH:21][C:20]=2[C:25]([F:28])([F:27])[F:26])=[O:16])[CH2:11][CH2:10]1)C(=O)[O-])(C)C.FC(F)(F)C(O)=O. (6) Given the product [Cl:24][C:2]1[C:3]([C:9]([O:11][CH3:12])=[O:10])=[N:4][C:5]([Cl:8])=[CH:6][N:7]=1, predict the reactants needed to synthesize it. The reactants are: N[C:2]1[C:3]([C:9]([O:11][CH3:12])=[O:10])=[N:4][C:5]([Cl:8])=[CH:6][N:7]=1.N([O-])=O.[Na+].C(OCC)(=O)C.O.[ClH:24].